Dataset: Forward reaction prediction with 1.9M reactions from USPTO patents (1976-2016). Task: Predict the product of the given reaction. (1) Given the reactants [Si]([O:8][C@H:9]([C:41]1[CH:46]=[CH:45][C:44]([F:47])=[CH:43][CH:42]=1)[CH2:10][CH2:11][C@H:12]1[C:15](=[O:16])[N:14]([C:17]2[CH:22]=[CH:21][CH:20]=[CH:19][CH:18]=2)[C@@H:13]1[C:23]1[CH:28]=[CH:27][C:26]([C:29]2[CH:34]=[CH:33][CH:32]=[C:31]([P:35](=[O:40])([O:38]C)[O:36]C)[CH:30]=2)=[CH:25][CH:24]=1)(C(C)(C)C)(C)C.Br[Si](C)(C)C, predict the reaction product. The product is: [F:47][C:44]1[CH:45]=[CH:46][C:41]([C@@H:9]([OH:8])[CH2:10][CH2:11][C@H:12]2[C:15](=[O:16])[N:14]([C:17]3[CH:18]=[CH:19][CH:20]=[CH:21][CH:22]=3)[C@@H:13]2[C:23]2[CH:28]=[CH:27][C:26]([C:29]3[CH:34]=[CH:33][CH:32]=[C:31]([P:35](=[O:36])([OH:40])[OH:38])[CH:30]=3)=[CH:25][CH:24]=2)=[CH:42][CH:43]=1. (2) Given the reactants [CH3:1][C:2]1[CH:7]=[CH:6][N:5]=[CH:4][C:3]=1[C:8](=[O:10])[CH3:9].[ClH:11].CCOCC.Cl.[Cl:18]N1C(=O)CCC1=O, predict the reaction product. The product is: [ClH:18].[Cl:11][CH2:9][C:8]([C:3]1[CH:4]=[N:5][CH:6]=[CH:7][C:2]=1[CH3:1])=[O:10]. (3) Given the reactants C([O:3][C:4](=[O:29])[C:5]([C:27]#[N:28])([CH2:10][C:11]1[CH:16]=[C:15]([O:17][C:18]2[CH:23]=[CH:22][CH:21]=[CH:20][CH:19]=2)[CH:14]=[CH:13][C:12]=1[N+:24]([O-:26])=[O:25])[CH2:6][CH2:7][CH:8]=[CH2:9])C.[Li+].[OH-].Cl, predict the reaction product. The product is: [C:27]([C:5]([CH2:10][C:11]1[CH:16]=[C:15]([O:17][C:18]2[CH:23]=[CH:22][CH:21]=[CH:20][CH:19]=2)[CH:14]=[CH:13][C:12]=1[N+:24]([O-:26])=[O:25])([CH2:6][CH2:7][CH:8]=[CH2:9])[C:4]([OH:29])=[O:3])#[N:28]. (4) The product is: [Cl:1][C:2]1[CH:7]=[CH:6][C:5]([N:8]2[C:16]([N:17]([CH:18]3[CH2:23][CH2:22][CH2:21][CH2:20][CH2:19]3)[C:31]([NH:30][CH:24]3[CH2:29][CH2:28][CH2:27][CH2:26][CH2:25]3)=[O:32])=[C:15]3[C:10]([CH:11]=[CH:12][CH:13]=[CH:14]3)=[N:9]2)=[CH:4][CH:3]=1. Given the reactants [Cl:1][C:2]1[CH:7]=[CH:6][C:5]([N:8]2[C:16]([NH:17][CH:18]3[CH2:23][CH2:22][CH2:21][CH2:20][CH2:19]3)=[C:15]3[C:10]([CH:11]=[CH:12][CH:13]=[CH:14]3)=[N:9]2)=[CH:4][CH:3]=1.[CH:24]1([N:30]=[C:31]=[O:32])[CH2:29][CH2:28][CH2:27][CH2:26][CH2:25]1, predict the reaction product.